Dataset: NCI-60 drug combinations with 297,098 pairs across 59 cell lines. Task: Regression. Given two drug SMILES strings and cell line genomic features, predict the synergy score measuring deviation from expected non-interaction effect. (1) Drug 1: CC1=C2C(C(=O)C3(C(CC4C(C3C(C(C2(C)C)(CC1OC(=O)C(C(C5=CC=CC=C5)NC(=O)OC(C)(C)C)O)O)OC(=O)C6=CC=CC=C6)(CO4)OC(=O)C)OC)C)OC. Drug 2: CS(=O)(=O)C1=CC(=C(C=C1)C(=O)NC2=CC(=C(C=C2)Cl)C3=CC=CC=N3)Cl. Cell line: HT29. Synergy scores: CSS=68.2, Synergy_ZIP=10.6, Synergy_Bliss=9.21, Synergy_Loewe=0.446, Synergy_HSA=8.37. (2) Drug 1: C1=NC2=C(N=C(N=C2N1C3C(C(C(O3)CO)O)O)F)N. Drug 2: C1=NC2=C(N=C(N=C2N1C3C(C(C(O3)CO)O)F)Cl)N. Cell line: LOX IMVI. Synergy scores: CSS=-4.69, Synergy_ZIP=3.83, Synergy_Bliss=2.67, Synergy_Loewe=0.504, Synergy_HSA=-1.77. (3) Drug 1: C1CC(=O)NC(=O)C1N2CC3=C(C2=O)C=CC=C3N. Drug 2: C(CN)CNCCSP(=O)(O)O. Cell line: NCI/ADR-RES. Synergy scores: CSS=4.54, Synergy_ZIP=-1.01, Synergy_Bliss=0.714, Synergy_Loewe=0.929, Synergy_HSA=-2.14. (4) Synergy scores: CSS=-17.2, Synergy_ZIP=-5.12, Synergy_Bliss=-32.3, Synergy_Loewe=-40.3, Synergy_HSA=-47.8. Drug 1: C1CC(=O)NC(=O)C1N2C(=O)C3=CC=CC=C3C2=O. Cell line: SK-MEL-5. Drug 2: CN(C(=O)NC(C=O)C(C(C(CO)O)O)O)N=O. (5) Drug 1: C1=NC2=C(N=C(N=C2N1C3C(C(C(O3)CO)O)F)Cl)N. Drug 2: C1=CN(C=N1)CC(O)(P(=O)(O)O)P(=O)(O)O. Cell line: COLO 205. Synergy scores: CSS=22.7, Synergy_ZIP=-4.79, Synergy_Bliss=5.00, Synergy_Loewe=-16.2, Synergy_HSA=-0.540. (6) Drug 1: C1=NC2=C(N=C(N=C2N1C3C(C(C(O3)CO)O)O)F)N. Drug 2: N.N.Cl[Pt+2]Cl. Cell line: HOP-62. Synergy scores: CSS=51.0, Synergy_ZIP=-3.95, Synergy_Bliss=-3.76, Synergy_Loewe=-0.450, Synergy_HSA=1.78. (7) Drug 1: C1=C(C(=O)NC(=O)N1)N(CCCl)CCCl. Drug 2: CCCCCOC(=O)NC1=NC(=O)N(C=C1F)C2C(C(C(O2)C)O)O. Cell line: NCI-H522. Synergy scores: CSS=27.5, Synergy_ZIP=-0.168, Synergy_Bliss=-0.0729, Synergy_Loewe=-9.59, Synergy_HSA=1.78.